From a dataset of Forward reaction prediction with 1.9M reactions from USPTO patents (1976-2016). Predict the product of the given reaction. (1) Given the reactants NC1(C2C=CC(C3C(=O)C4C(=CC=C(F)C=4)OC=3C3C=CC=CC=3)=CC=2)CCC1.C(OC(=O)[NH:36][C:37]1([C:41]2[CH:46]=[CH:45][C:44]([C:47]3[C:56](=[O:57])[C:55]4[C:50](=[C:51]([CH:58]5[CH2:60][CH2:59]5)[CH:52]=[CH:53][CH:54]=4)[O:49][C:48]=3[C:61]3[CH:66]=[CH:65][CH:64]=[CH:63][CH:62]=3)=[CH:43][CH:42]=2)[CH2:40][CH2:39][CH2:38]1)(C)(C)C.C(OC(=O)NC1(C2C=CC(C3C(=O)C4C(=C(Br)C=CC=4)OC=3C3C=CC=CC=3)=CC=2)CCC1)(C)(C)C.C(O)(C(F)(F)F)=O.CN1C=C(B2OC(C)(C)C(C)(C)O2)C=N1.C(OC(=O)NC1(C2C=CC(C3C(=O)C4C(=CC(C5NN=CC=5)=CC=4)OC=3C3C=CC=CC=3)=CC=2)CCC1)(C)(C)C.[ClH:166], predict the reaction product. The product is: [ClH:166].[NH2:36][C:37]1([C:41]2[CH:42]=[CH:43][C:44]([C:47]3[C:56](=[O:57])[C:55]4[C:50](=[C:51]([CH:58]5[CH2:60][CH2:59]5)[CH:52]=[CH:53][CH:54]=4)[O:49][C:48]=3[C:61]3[CH:62]=[CH:63][CH:64]=[CH:65][CH:66]=3)=[CH:45][CH:46]=2)[CH2:40][CH2:39][CH2:38]1. (2) The product is: [Cl:15][C:10]1[CH:11]=[CH:12][CH:13]=[C:14]2[C:9]=1[C:8]1([CH2:19][O:18][C:17]3[CH:20]=[C:21]4[C:25](=[CH:26][C:16]1=3)[CH2:24][CH2:23][O:22]4)[C:7](=[O:27])[N:6]2[CH2:5][C:4]([OH:28])=[O:3]. Given the reactants C([O:3][C:4](=[O:28])[CH2:5][N:6]1[C:14]2[C:9](=[C:10]([Cl:15])[CH:11]=[CH:12][CH:13]=2)[C:8]2([CH2:19][O:18][C:17]3[CH:20]=[C:21]4[C:25](=[CH:26][C:16]2=3)[CH2:24][CH2:23][O:22]4)[C:7]1=[O:27])C.C(OC(=O)CN1C2C(=CC=CC=2)C2(C3=CC4OCOC=4C=C3OC2)C1=O)C, predict the reaction product.